This data is from Forward reaction prediction with 1.9M reactions from USPTO patents (1976-2016). The task is: Predict the product of the given reaction. (1) Given the reactants [O:1]1[CH2:3][CH:2]1[CH2:4][C:5]1[CH:15]=[CH:14][C:8]([C:9]([O:11][CH2:12][CH3:13])=[O:10])=[CH:7][CH:6]=1.[C:16]1([C@H:26]([NH2:28])[CH3:27])[C:25]2[C:20](=[CH:21][CH:22]=[CH:23][CH:24]=2)[CH:19]=[CH:18][CH:17]=1.Cl([O-])(=O)(=O)=O.[Li+], predict the reaction product. The product is: [OH:1][CH:2]([CH2:3][NH:28][C@@H:26]([C:16]1[C:25]2[C:20](=[CH:21][CH:22]=[CH:23][CH:24]=2)[CH:19]=[CH:18][CH:17]=1)[CH3:27])[CH2:4][C:5]1[CH:15]=[CH:14][C:8]([C:9]([O:11][CH2:12][CH3:13])=[O:10])=[CH:7][CH:6]=1. (2) Given the reactants [CH3:1][CH2:2][O:3][C:4]([CH2:6][C:7]1[CH:12]=[CH:11][C:10]([O:13][CH3:14])=[C:9]([O:15][CH3:16])[CH:8]=1)=[O:5].[CH3:17]N(C)P(=O)(N(C)C)N(C)C.C([N-]C(C)C)(C)C.[Li+].IC, predict the reaction product. The product is: [CH3:16][O:15][C:9]1[CH:8]=[C:7]([CH:6]([CH3:17])[C:4]([O:3][CH2:2][CH3:1])=[O:5])[CH:12]=[CH:11][C:10]=1[O:13][CH3:14]. (3) Given the reactants [CH3:1][S:2](Cl)(=[O:4])=[O:3].[F:6][C:7]1[CH:8]=[CH:9][C:10]([O:32][CH3:33])=[C:11]([C:13]2[N:17]=[C:16]([C:18]3[CH:19]=[CH:20][C:21]([N:25]4[CH2:30][CH2:29][CH2:28][CH2:27][CH:26]4[CH3:31])=[C:22]([CH:24]=3)[NH2:23])[O:15][N:14]=2)[CH:12]=1, predict the reaction product. The product is: [F:6][C:7]1[CH:8]=[CH:9][C:10]([O:32][CH3:33])=[C:11]([C:13]2[N:17]=[C:16]([C:18]3[CH:19]=[CH:20][C:21]([N:25]4[CH2:30][CH2:29][CH2:28][CH2:27][CH:26]4[CH3:31])=[C:22]([NH:23][S:2]([CH3:1])(=[O:4])=[O:3])[CH:24]=3)[O:15][N:14]=2)[CH:12]=1. (4) Given the reactants [OH:1][C:2]1[CH:15]=[CH:14][C:5]2[C@H:6]([CH2:9][C:10]([O:12][CH3:13])=[O:11])[CH2:7][O:8][C:4]=2[CH:3]=1.[CH2:16]([C:18]1[CH:23]=[C:22]([O:24][CH2:25][CH2:26][CH2:27][S:28]([CH3:31])(=[O:30])=[O:29])[CH:21]=[C:20]([CH2:32][CH3:33])[C:19]=1[C:34]1[CH:39]=[CH:38][CH:37]=[C:36]([CH2:40]O)[CH:35]=1)[CH3:17].C(P(CCCC)CCCC)CCC.N(C(N1CCCCC1)=O)=NC(N1CCCCC1)=O, predict the reaction product. The product is: [CH2:32]([C:20]1[CH:21]=[C:22]([O:24][CH2:25][CH2:26][CH2:27][S:28]([CH3:31])(=[O:30])=[O:29])[CH:23]=[C:18]([CH2:16][CH3:17])[C:19]=1[C:34]1[CH:39]=[CH:38][CH:37]=[C:36]([CH2:40][O:1][C:2]2[CH:15]=[CH:14][C:5]3[C@H:6]([CH2:9][C:10]([O:12][CH3:13])=[O:11])[CH2:7][O:8][C:4]=3[CH:3]=2)[CH:35]=1)[CH3:33]. (5) Given the reactants C(O)(CC)(C)C.N.[CH2:8]([OH:15])[C:9]1[CH:14]=[CH:13][CH:12]=[CH:11][CH:10]=1.C[O:17][C:18](=O)[CH2:19][C@@H:20]([OH:25])[CH2:21][C:22]([NH2:24])=[O:23].C(O)(=O)C(C(C(O)=O)O)O, predict the reaction product. The product is: [CH2:8]([O:15][C:18](=[O:17])[CH2:19][C@@H:20]([OH:25])[CH2:21][C:22]([NH2:24])=[O:23])[C:9]1[CH:14]=[CH:13][CH:12]=[CH:11][CH:10]=1. (6) Given the reactants C(N(CC)CC)C.Cl.[NH2:9][CH:10]([C:28]1[CH:33]=[CH:32][C:31]([Br:34])=[CH:30][C:29]=1[S:35][CH3:36])[C:11]1[C:12](=[O:27])[CH2:13][CH2:14][C:15]=1[NH:16][C:17]1[CH:22]=[CH:21][CH:20]=[C:19]([C:23]([F:26])([F:25])[F:24])[CH:18]=1.[C:37](N1C=CN=C1)(N1C=CN=C1)=[O:38], predict the reaction product. The product is: [Br:34][C:31]1[CH:32]=[CH:33][C:28]([CH:10]2[NH:9][C:37](=[O:38])[N:16]([C:17]3[CH:22]=[CH:21][CH:20]=[C:19]([C:23]([F:25])([F:26])[F:24])[CH:18]=3)[C:15]3[CH2:14][CH2:13][C:12](=[O:27])[C:11]2=3)=[C:29]([S:35][CH3:36])[CH:30]=1. (7) Given the reactants [Br:1][C:2]1[CH:3]=[CH:4][C:5]([N:9]2[CH:13]=[CH:12][N:11]=[CH:10]2)=[C:6]([NH2:8])[CH:7]=1.[C:14](N1C=CN=C1)(N1C=CN=C1)=[O:15], predict the reaction product. The product is: [Br:1][C:2]1[CH:7]=[C:6]2[C:5](=[CH:4][CH:3]=1)[N:9]1[CH:13]=[CH:12][N:11]=[C:10]1[C:14](=[O:15])[NH:8]2. (8) Given the reactants Cl[C:2]1[N:3]=[C:4]([NH:12][C:13]2[CH:18]=[CH:17][CH:16]=[C:15]([Cl:19])[CH:14]=2)[C:5]2[S:10](=[O:11])[CH2:9][CH2:8][C:6]=2[N:7]=1.[N+:20]([C:23]1[CH:28]=[CH:27][C:26]([N:29]2[CH2:34][CH2:33][NH:32][CH2:31][CH2:30]2)=[CH:25][CH:24]=1)([O-:22])=[O:21].C(N(C(C)C)CC)(C)C.O, predict the reaction product. The product is: [Cl:19][C:15]1[CH:14]=[C:13]([NH:12][C:4]2[C:5]3[S:10](=[O:11])[CH2:9][CH2:8][C:6]=3[N:7]=[C:2]([N:32]3[CH2:33][CH2:34][N:29]([C:26]4[CH:25]=[CH:24][C:23]([N+:20]([O-:22])=[O:21])=[CH:28][CH:27]=4)[CH2:30][CH2:31]3)[N:3]=2)[CH:18]=[CH:17][CH:16]=1. (9) Given the reactants C(OC(=O)[N:7]([C@H:19]1[CH2:24][CH2:23][C@@H:22]([N:25]2[C:30](=[O:31])[C:29]3[CH:32]=[C:33]([F:36])[CH:34]=[N:35][C:28]=3[N:27]([C:37]3[CH:38]=[C:39]([C:43]4[CH:48]=[CH:47][C:46](C=O)=[CH:45][CH:44]=4)[CH:40]=[CH:41][CH:42]=3)[C:26]2=[O:51])[CH2:21][CH2:20]1)[CH2:8][C:9]1[N:10]=[C:11]2[CH:16]=[CH:15][C:14]([F:17])=[CH:13][N:12]2[CH:18]=1)(C)(C)C.[N:53]1([C:59](OC(C)(C)C)=O)[CH2:58][CH2:57][NH:56][CH2:55][CH2:54]1.C(O[BH-](OC(=O)C)OC(=O)C)(=O)C.[Na+].CO, predict the reaction product. The product is: [F:36][C:33]1[CH:34]=[N:35][C:28]2[N:27]([C:37]3[CH:38]=[C:39]([C:43]4[CH:48]=[CH:47][C:46]([CH2:59][N:53]5[CH2:54][CH2:55][NH:56][CH2:57][CH2:58]5)=[CH:45][CH:44]=4)[CH:40]=[CH:41][CH:42]=3)[C:26](=[O:51])[N:25]([C@H:22]3[CH2:21][CH2:20][C@@H:19]([NH:7][CH2:8][C:9]4[N:10]=[C:11]5[CH:16]=[CH:15][C:14]([F:17])=[CH:13][N:12]5[CH:18]=4)[CH2:24][CH2:23]3)[C:30](=[O:31])[C:29]=2[CH:32]=1.